From a dataset of Peptide-MHC class I binding affinity with 185,985 pairs from IEDB/IMGT. Regression. Given a peptide amino acid sequence and an MHC pseudo amino acid sequence, predict their binding affinity value. This is MHC class I binding data. (1) The peptide sequence is IPERSWNTGF. The MHC is HLA-B53:01 with pseudo-sequence HLA-B53:01. The binding affinity (normalized) is 0.357. (2) The peptide sequence is NDNFLMRNV. The MHC is HLA-B44:02 with pseudo-sequence HLA-B44:02. The binding affinity (normalized) is 0.149. (3) The peptide sequence is VLWKSYPLV. The MHC is HLA-A68:02 with pseudo-sequence HLA-A68:02. The binding affinity (normalized) is 0.0847.